From a dataset of Full USPTO retrosynthesis dataset with 1.9M reactions from patents (1976-2016). Predict the reactants needed to synthesize the given product. (1) Given the product [NH2:11][CH2:12][C:13]1[CH:18]=[C:17]([C:2]2[N:7]=[C:6]([NH2:8])[N:5]=[C:4]([NH:9][CH3:10])[CH:3]=2)[CH:16]=[CH:15][CH:14]=1, predict the reactants needed to synthesize it. The reactants are: Cl[C:2]1[N:7]=[C:6]([NH2:8])[N:5]=[C:4]([NH:9][CH3:10])[CH:3]=1.[NH2:11][CH2:12][C:13]1[CH:14]=[C:15](B(O)O)[CH:16]=[CH:17][CH:18]=1.C(=O)([O-])[O-].[Na+].[Na+].O1CCOCC1. (2) Given the product [Cl:36][CH2:37][C:38]([C:9]1[CH:8]=[CH:7][C:6]2[S:1][CH2:13][C:12](=[O:15])[NH:32][C:5]=2[CH:10]=1)=[O:16], predict the reactants needed to synthesize it. The reactants are: [S:1]1[C:6]2[CH:7]=[CH:8][CH:9]=[CH:10][C:5]=2CC(=O)N1.[C:12]([OH:15])(=O)[CH3:13].[OH2:16].I(Cl)(=O)=O.I(Cl)(=O)=O.C([N+:32](C)(C)C)C1C=CC=CC=1.[Cl:36][CH:37](Cl)[CH3:38]. (3) Given the product [CH3:10][O:11][C:12]1[CH:17]=[CH:16][CH:15]=[CH:14][C:13]=1[N:18]1[CH2:23][CH2:22][N:21]([CH2:24][C:2]2[NH:1][C:5]3=[N:6][CH:7]=[CH:8][CH:9]=[C:4]3[CH:3]=2)[CH2:20][CH2:19]1, predict the reactants needed to synthesize it. The reactants are: [NH:1]1[C:5]2=[N:6][CH:7]=[CH:8][CH:9]=[C:4]2[CH:3]=[CH:2]1.[CH3:10][O:11][C:12]1[CH:17]=[CH:16][CH:15]=[CH:14][C:13]=1[N:18]1[CH2:23][CH2:22][NH:21][CH2:20][CH2:19]1.[C:24]([O-])(=O)C.[Na+].C=O. (4) The reactants are: [OH:1][CH:2]([C:6]1[CH:11]=[CH:10][C:9]([CH3:12])=[CH:8][CH:7]=1)[C:3]([NH2:5])=[O:4].C(N([CH2:18][CH3:19])CC)C.[CH3:20]S(Cl)(=O)=O.O. Given the product [C:20]([O:1][CH:2]([C:6]1[CH:11]=[CH:10][C:9]([CH3:12])=[CH:8][CH:7]=1)[C:3]([NH2:5])=[O:4])#[C:18][CH3:19], predict the reactants needed to synthesize it. (5) Given the product [CH3:1][NH:2][CH:4]1[CH2:9][CH2:8][CH:7]([C:10]#[N:11])[CH2:6][CH2:5]1, predict the reactants needed to synthesize it. The reactants are: [CH3:1][NH2:2].O=[C:4]1[CH2:9][CH2:8][CH:7]([C:10]#[N:11])[CH2:6][CH2:5]1. (6) Given the product [C:7]([NH:6][C@H:5]([C:4]([O:3][CH2:1][CH3:2])=[O:24])[CH2:14][C:15]1[CH:16]=[CH:17][C:18]([NH2:21])=[CH:19][CH:20]=1)([O:9][C:10]([CH3:12])([CH3:11])[CH3:13])=[O:8], predict the reactants needed to synthesize it. The reactants are: [CH2:1]([O:3][C:4](=[O:24])[C@H:5]([CH2:14][C:15]1[CH:20]=[CH:19][C:18]([N+:21]([O-])=O)=[CH:17][CH:16]=1)[NH:6][C:7]([O:9][C:10]([CH3:13])([CH3:12])[CH3:11])=[O:8])[CH3:2]. (7) Given the product [C:3]([O:25][C:23]([N:15]1[C:16]2[C:11](=[CH:10][C:9]([C:4]3[CH:5]=[N:6][CH:7]=[CH:8][C:3]=3[C:2]([F:19])([F:1])[F:20])=[CH:18][N:17]=2)[CH2:12][CH2:13][CH2:14]1)=[O:24])([CH3:8])([CH3:4])[CH3:2], predict the reactants needed to synthesize it. The reactants are: [F:1][C:2]([F:20])([F:19])[C:3]1[CH:8]=[CH:7][N:6]=[CH:5][C:4]=1[C:9]1[CH:10]=[C:11]2[C:16](=[N:17][CH:18]=1)[NH:15][CH2:14][CH2:13][CH2:12]2.FC(F)(F)[C:23]([OH:25])=[O:24]. (8) Given the product [Br:7][C:8]1[CH:13]=[C:12]2[C:11](=[CH:10][CH:9]=1)[C:14](=[O:18])[CH2:15][CH2:16]2, predict the reactants needed to synthesize it. The reactants are: [Al+3].[Cl-].[Cl-].[Cl-].[Na+].[Cl-].[Br:7][C:8]1[CH:13]=[CH:12][C:11]([C:14](=[O:18])[CH2:15][CH2:16]Cl)=[CH:10][CH:9]=1. (9) Given the product [NH2:30][CH:31]([C:35]1[CH:40]=[CH:39][CH:38]=[CH:37][CH:36]=1)[C:32]([N:8]([C:5]1[CH:6]=[CH:7][C:2]([Cl:1])=[C:3]([O:21][CH3:22])[CH:4]=1)[CH2:9][CH2:10][C:11]1[CH:16]=[CH:15][C:14]([C:17]([F:20])([F:18])[F:19])=[CH:13][CH:12]=1)=[O:33], predict the reactants needed to synthesize it. The reactants are: [Cl:1][C:2]1[CH:7]=[CH:6][C:5]([NH:8][CH2:9][CH2:10][C:11]2[CH:16]=[CH:15][C:14]([C:17]([F:20])([F:19])[F:18])=[CH:13][CH:12]=2)=[CH:4][C:3]=1[O:21][CH3:22].C(OC([NH:30][CH:31]([C:35]1[CH:40]=[CH:39][CH:38]=[CH:37][CH:36]=1)[C:32](O)=[O:33])=O)(C)(C)C.